From a dataset of HIV replication inhibition screening data with 41,000+ compounds from the AIDS Antiviral Screen. Binary Classification. Given a drug SMILES string, predict its activity (active/inactive) in a high-throughput screening assay against a specified biological target. (1) The drug is CCOC(=O)C1=C(C)N(NC(=O)Nc2ccccc2)C2(N)N(NC(=O)Nc3ccccc3)C(C)=C(C(=O)OCC)C12C#N. The result is 0 (inactive). (2) The result is 0 (inactive). The compound is CCN(CC)CCOC(=O)c1ccc(NC(=O)CN(CC)CC)cc1. (3) The drug is CCOC(=O)C(=Cc1ccc(N(CCC#N)CCC#N)cc1C)NC(=O)C=Cc1ccccc1. The result is 0 (inactive). (4) The molecule is CN(C)c1ccc(C(c2c(O)c3ccc(O)cc3oc2=O)c2c(O)c3ccc(O)cc3oc2=O)cc1. The result is 0 (inactive). (5) The molecule is CCCCCCCCCCCCCCCCNc1ccn(C2OC(COP(=O)(O)OC3CC(n4cc(C)c(=O)[nH]c4=O)OC3CO)C(O)C2O)c(=O)n1. The result is 0 (inactive).